From a dataset of Reaction yield outcomes from USPTO patents with 853,638 reactions. Predict the reaction yield, written as a fraction of the theoretical maximum amount of product (1.0 means a 100% yield; for example, 0.34 means a 34% yield). The reactants are [C:1]([C:5]1[CH:11]=[CH:10][C:9]([N+:12]([O-:14])=[O:13])=[CH:8][C:6]=1N)([CH3:4])([CH3:3])[CH3:2].Cl.N([O-])=O.[Na+].[H+].[F:21][P-](F)(F)(F)(F)F. The catalyst is O. The product is [C:1]([C:5]1[CH:11]=[CH:10][C:9]([N+:12]([O-:14])=[O:13])=[CH:8][C:6]=1[F:21])([CH3:4])([CH3:3])[CH3:2]. The yield is 0.120.